Task: Regression. Given two drug SMILES strings and cell line genomic features, predict the synergy score measuring deviation from expected non-interaction effect.. Dataset: NCI-60 drug combinations with 297,098 pairs across 59 cell lines (1) Drug 1: CNC(=O)C1=CC=CC=C1SC2=CC3=C(C=C2)C(=NN3)C=CC4=CC=CC=N4. Drug 2: COC1=C(C=C2C(=C1)N=CN=C2NC3=CC(=C(C=C3)F)Cl)OCCCN4CCOCC4. Cell line: 786-0. Synergy scores: CSS=36.8, Synergy_ZIP=7.69, Synergy_Bliss=12.3, Synergy_Loewe=10.6, Synergy_HSA=12.0. (2) Drug 2: CC(C)(C#N)C1=CC(=CC(=C1)CN2C=NC=N2)C(C)(C)C#N. Cell line: DU-145. Drug 1: CCN(CC)CCNC(=O)C1=C(NC(=C1C)C=C2C3=C(C=CC(=C3)F)NC2=O)C. Synergy scores: CSS=4.81, Synergy_ZIP=1.53, Synergy_Bliss=7.45, Synergy_Loewe=4.89, Synergy_HSA=4.48. (3) Cell line: IGROV1. Drug 2: C1C(C(OC1N2C=NC(=NC2=O)N)CO)O. Synergy scores: CSS=-2.05, Synergy_ZIP=1.07, Synergy_Bliss=0.0290, Synergy_Loewe=-1.76, Synergy_HSA=-1.61. Drug 1: CC1=C(C(CCC1)(C)C)C=CC(=CC=CC(=CC(=O)O)C)C. (4) Drug 1: C1CC(=O)NC(=O)C1N2CC3=C(C2=O)C=CC=C3N. Drug 2: CCC1(C2=C(COC1=O)C(=O)N3CC4=CC5=C(C=CC(=C5CN(C)C)O)N=C4C3=C2)O.Cl. Cell line: UO-31. Synergy scores: CSS=11.0, Synergy_ZIP=-4.31, Synergy_Bliss=-3.05, Synergy_Loewe=-26.6, Synergy_HSA=-3.50.